This data is from Reaction yield outcomes from USPTO patents with 853,638 reactions. The task is: Predict the reaction yield, written as a fraction of the theoretical maximum amount of product (1.0 means a 100% yield; for example, 0.34 means a 34% yield). (1) The reactants are [NH2:1][C:2]1[CH:7]=[C:6]([Br:8])[C:5]([Cl:9])=[CH:4][C:3]=1[CH2:10][OH:11]. The catalyst is C(Cl)(Cl)Cl.[O-2].[O-2].[Mn+4]. The product is [NH2:1][C:2]1[CH:7]=[C:6]([Br:8])[C:5]([Cl:9])=[CH:4][C:3]=1[CH:10]=[O:11]. The yield is 0.900. (2) The reactants are Br[C:2]1[CH:18]=[CH:17][C:5]([O:6][CH:7]([CH3:16])[CH2:8][NH:9][S:10]([CH:13]([CH3:15])[CH3:14])(=[O:12])=[O:11])=[CH:4][CH:3]=1.[F:19][C:20]1[CH:21]=[C:22](B(O)O)[CH:23]=[CH:24][CH:25]=1.C(=O)([O-])[O-].[Na+].[Na+]. The catalyst is Cl[Pd](Cl)([P](C1C=CC=CC=1)(C1C=CC=CC=1)C1C=CC=CC=1)[P](C1C=CC=CC=1)(C1C=CC=CC=1)C1C=CC=CC=1.COCCOC. The product is [F:19][C:20]1[CH:25]=[C:24]([C:2]2[CH:18]=[CH:17][C:5]([O:6][CH:7]([CH3:16])[CH2:8][NH:9][S:10]([CH:13]([CH3:15])[CH3:14])(=[O:12])=[O:11])=[CH:4][CH:3]=2)[CH:23]=[CH:22][CH:21]=1. The yield is 0.300. (3) The reactants are CCN(C(C)C)C(C)C.F[P-](F)(F)(F)(F)F.N1(O[P+](N2CCCC2)(N2CCCC2)N2CCCC2)C2C=CC=CC=2N=N1.[NH2:43][C:44]1[CH:49]=[CH:48][CH:47]=[CH:46][C:45]=1[S:50][C:51]([CH3:68])([CH3:67])[C@H:52]([NH:56][C:57]([O:59][CH2:60][C:61]1[CH:66]=[CH:65][CH:64]=[CH:63][CH:62]=1)=[O:58])[C:53](O)=[O:54].[NH4+].[Cl-]. The catalyst is CN(C=O)C. The product is [CH3:67][C:51]1([CH3:68])[S:50][C:45]2[CH:46]=[CH:47][CH:48]=[CH:49][C:44]=2[NH:43][C:53](=[O:54])[C@H:52]1[NH:56][C:57](=[O:58])[O:59][CH2:60][C:61]1[CH:66]=[CH:65][CH:64]=[CH:63][CH:62]=1. The yield is 0.520. (4) The yield is 0.400. The product is [CH:1]([S:4][C:5]1[CH:13]=[CH:12][C:11]([S:14]([CH3:17])(=[O:16])=[O:15])=[CH:10][C:6]=1[C:7]([N:29]1[CH2:28][CH2:27][N:26]([C:23]2[CH:22]=[CH:21][C:20]([C:19]([F:32])([F:33])[F:18])=[CH:25][CH:24]=2)[CH2:31][CH2:30]1)=[O:9])([CH3:2])[CH3:3]. The reactants are [CH:1]([S:4][C:5]1[CH:13]=[CH:12][C:11]([S:14]([CH3:17])(=[O:16])=[O:15])=[CH:10][C:6]=1[C:7]([OH:9])=O)([CH3:3])[CH3:2].[F:18][C:19]([F:33])([F:32])[C:20]1[CH:25]=[CH:24][C:23]([N:26]2[CH2:31][CH2:30][NH:29][CH2:28][CH2:27]2)=[CH:22][CH:21]=1. No catalyst specified. (5) The reactants are CS(O[CH2:6][C:7]1[CH:12]=[C:11]([N+:13]([O-:15])=[O:14])[CH:10]=[CH:9][C:8]=1[CH2:16][CH2:17]OS(C)(=O)=O)(=O)=O.[CH2:23]([NH2:30])[C:24]1[CH:29]=[CH:28][CH:27]=[CH:26][CH:25]=1. The catalyst is C(Cl)Cl. The product is [CH2:23]([N:30]1[CH2:17][CH2:16][C:8]2[C:7](=[CH:12][C:11]([N+:13]([O-:15])=[O:14])=[CH:10][CH:9]=2)[CH2:6]1)[C:24]1[CH:29]=[CH:28][CH:27]=[CH:26][CH:25]=1. The yield is 1.00.